From a dataset of Forward reaction prediction with 1.9M reactions from USPTO patents (1976-2016). Predict the product of the given reaction. (1) Given the reactants [NH2:1][C:2]1[N:7]([CH3:8])[C:6](=[O:9])[NH:5][C:4](=[O:10])[C:3]=1[NH:11][CH2:12][C:13]1[CH:18]=[CH:17][C:16]([Cl:19])=[CH:15][CH:14]=1.C(N(CC)C(C)C)(C)C.[CH2:29]([O:33][C:34]1[CH:39]=[CH:38][C:37]([CH3:40])=[CH:36][C:35]=1[C:41]1N(CC2C=CC(Cl)=CC=2)C2C(=NC(C#N)=NC=2N[C@@H](C2CC2)C)N=1)[CH2:30][CH:31]=C.[OH-].[Na+], predict the reaction product. The product is: [CH2:29]([O:33][C:34]1[CH:39]=[CH:38][C:37]([CH3:40])=[CH:36][C:35]=1[C:41]1[N:11]([CH2:12][C:13]2[CH:18]=[CH:17][C:16]([Cl:19])=[CH:15][CH:14]=2)[C:3]2[C:4](=[O:10])[NH:5][C:6](=[O:9])[N:7]([CH3:8])[C:2]=2[N:1]=1)[CH:30]=[CH2:31]. (2) Given the reactants [OH:1][C:2]1[CH:7]=[CH:6][C:5]([CH2:8][CH2:9][CH:10]([CH2:15][CH2:16][CH2:17][C:18]2[CH:23]=[CH:22][CH:21]=[CH:20][CH:19]=2)[C:11]([O:13][CH3:14])=[O:12])=[CH:4][CH:3]=1.N1C=CC=CC=1.[CH3:30][O:31][C:32]1[CH:37]=[CH:36][C:35](B(O)O)=[CH:34][CH:33]=1.O, predict the reaction product. The product is: [CH3:30][O:31][C:32]1[CH:37]=[CH:36][C:35]([O:1][C:2]2[CH:3]=[CH:4][C:5]([CH2:8][CH2:9][CH:10]([CH2:15][CH2:16][CH2:17][C:18]3[CH:19]=[CH:20][CH:21]=[CH:22][CH:23]=3)[C:11]([O:13][CH3:14])=[O:12])=[CH:6][CH:7]=2)=[CH:34][CH:33]=1. (3) Given the reactants [NH2:1][C:2]1[CH:3]=[CH:4][C:5]([O:25][CH3:26])=[C:6]([NH:8][S:9]([C:12]2[CH:17]=[CH:16][C:15]([C:18]3[O:19][C:20]([CH3:23])=[CH:21][CH:22]=3)=[C:14]([F:24])[CH:13]=2)(=[O:11])=[O:10])[CH:7]=1.C(N(CC)C(C)C)(C)C.[CH3:36][C:37]([O:40][C:41]([N:43]([CH3:49])[C@H:44]([C:46](O)=[O:47])[CH3:45])=[O:42])([CH3:39])[CH3:38].CN(C(ON1N=NC2C=CC=CC1=2)=[N+](C)C)C.F[P-](F)(F)(F)(F)F, predict the reaction product. The product is: [F:24][C:14]1[CH:13]=[C:12]([S:9]([NH:8][C:6]2[CH:7]=[C:2]([NH:1][C:46](=[O:47])[C@@H:44]([N:43]([CH3:49])[C:41](=[O:42])[O:40][C:37]([CH3:36])([CH3:39])[CH3:38])[CH3:45])[CH:3]=[CH:4][C:5]=2[O:25][CH3:26])(=[O:11])=[O:10])[CH:17]=[CH:16][C:15]=1[C:18]1[O:19][C:20]([CH3:23])=[CH:21][CH:22]=1. (4) Given the reactants [CH3:1][C:2]1[CH:10]=[CH:9][C:8]2[N:7]([CH:11]=[C:12]([C:14]3[CH:19]=[CH:18][N:17]=[CH:16][CH:15]=3)[CH3:13])[C:6]3[CH2:20][CH2:21][NH:22][CH2:23][C:5]=3[C:4]=2[CH:3]=1.C(=O)([O-])[O-].[K+].[K+].[F:30][CH2:31][CH2:32]I, predict the reaction product. The product is: [F:30][CH2:31][CH2:32][N:22]1[CH2:21][CH2:20][C:6]2[N:7](/[CH:11]=[C:12](/[C:14]3[CH:19]=[CH:18][N:17]=[CH:16][CH:15]=3)\[CH3:13])[C:8]3[CH:9]=[CH:10][C:2]([CH3:1])=[CH:3][C:4]=3[C:5]=2[CH2:23]1. (5) Given the reactants [Cl:1][C:2]1[CH:7]=[C:6]([N+:8]([O-:10])=[O:9])[C:5]([O:11][CH3:12])=[CH:4][C:3]=1[CH:13](C(OC)=O)[C:14](OC)=[O:15].[Cl-].[Na+].O, predict the reaction product. The product is: [Cl:1][C:2]1[CH:7]=[C:6]([N+:8]([O-:10])=[O:9])[C:5]([O:11][CH3:12])=[CH:4][C:3]=1[CH2:13][CH2:14][OH:15].